This data is from Peptide-MHC class II binding affinity with 134,281 pairs from IEDB. The task is: Regression. Given a peptide amino acid sequence and an MHC pseudo amino acid sequence, predict their binding affinity value. This is MHC class II binding data. (1) The peptide sequence is LKDLMGGIDPNAPTW. The MHC is DRB1_0101 with pseudo-sequence DRB1_0101. The binding affinity (normalized) is 0.150. (2) The peptide sequence is RELKCGDGIFIFRDS. The MHC is DRB1_0701 with pseudo-sequence DRB1_0701. The binding affinity (normalized) is 0.529. (3) The peptide sequence is ESWGAIWRIDTPEVL. The MHC is DRB1_1101 with pseudo-sequence DRB1_1101. The binding affinity (normalized) is 0.148. (4) The peptide sequence is ALSRVQSMFLGTGGS. The MHC is HLA-DQA10101-DQB10501 with pseudo-sequence HLA-DQA10101-DQB10501. The binding affinity (normalized) is 0.139. (5) The peptide sequence is ISTNIRQAGVQYSRA. The MHC is DRB1_0301 with pseudo-sequence DRB1_0301. The binding affinity (normalized) is 0.489. (6) The binding affinity (normalized) is 0.615. The peptide sequence is ALLDCIMFQSVLDGK. The MHC is DRB1_0101 with pseudo-sequence DRB1_0101.